This data is from Catalyst prediction with 721,799 reactions and 888 catalyst types from USPTO. The task is: Predict which catalyst facilitates the given reaction. (1) Product: [C:10]([C:8]1[S:9][C:5]2[CH:4]=[C:3]([O:2][C:1]([O:14][CH2:15][CH2:16][CH2:17][S:18][S:19][CH2:20][CH2:25][CH2:24][CH2:23][CH2:22][CH2:39][CH2:38][CH2:37][CH2:36][CH2:35][CH2:34][CH2:33][CH2:32][CH2:31][CH2:30][C:29]([O:28][CH3:27])=[O:46])=[O:26])[CH:13]=[CH:12][C:6]=2[N:7]=1)#[N:11]. Reactant: [C:1](=[O:26])([O:14][CH2:15][CH2:16][CH2:17][S:18][S:19][C:20]1[CH:25]=[CH:24][CH:23]=[CH:22]N=1)[O:2][C:3]1[CH:13]=[CH:12][C:6]2[N:7]=[C:8]([C:10]#[N:11])[S:9][C:5]=2[CH:4]=1.[CH3:27][O:28][C:29](=[O:46])[CH2:30][CH2:31][CH2:32][CH2:33][CH2:34][CH2:35][CH2:36][CH2:37][CH2:38][CH2:39]CCCCCS.C(N(CC)CC)C. The catalyst class is: 3. (2) Reactant: [H-].[H-].[H-].[H-].[Li+].[Al+3].[CH2:7]([C:12]1([C:18](OC)=[O:19])[CH2:17][CH2:16][CH2:15][CH2:14][CH2:13]1)[CH2:8][CH2:9][CH2:10][CH3:11].[OH-].[Na+].[NH4+].[Cl-]. Product: [CH2:7]([C:12]1([CH2:18][OH:19])[CH2:13][CH2:14][CH2:15][CH2:16][CH2:17]1)[CH2:8][CH2:9][CH2:10][CH3:11]. The catalyst class is: 316. (3) Reactant: [F:1][C:2]1[CH:7]=[CH:6][C:5]([F:8])=[CH:4][C:3]=1[CH:9]([S:20][C:21]1[CH:26]=[CH:25][C:24]([F:27])=[CH:23][CH:22]=1)[C:10]1[C:11]([CH3:19])=[CH:12][C:13]([C:16](O)=[O:17])=[N:14][CH:15]=1.Cl.[CH3:29][NH:30][CH3:31].[OH:32]N1C2C=CC=CC=2N=N1.CN1CCOCC1.Cl.C(N=C=NCCCN(C)C)C.ClC1C=CC=C(C(OO)=O)C=1. Product: [F:1][C:2]1[CH:7]=[CH:6][C:5]([F:8])=[CH:4][C:3]=1[CH:9]([S:20]([C:21]1[CH:22]=[CH:23][C:24]([F:27])=[CH:25][CH:26]=1)=[O:32])[C:10]1[C:11]([CH3:19])=[CH:12][C:13]([C:16]([N:30]([CH3:31])[CH3:29])=[O:17])=[N:14][CH:15]=1. The catalyst class is: 2. (4) The catalyst class is: 16. Reactant: [IH:1].[Cl:2][C:3]1[C:4](N)=[C:5]2[C:10](=[CH:11][CH:12]=1)[O:9][CH:8]([C:13]([F:16])([F:15])[F:14])[C:7]([C:17]([O:19][CH2:20][CH3:21])=[O:18])=[CH:6]2.N([O-])=O.[K+].C(=O)([O-])[O-].[K+].[K+]. Product: [Cl:2][C:3]1[C:4]([I:1])=[C:5]2[C:10](=[CH:11][CH:12]=1)[O:9][CH:8]([C:13]([F:16])([F:15])[F:14])[C:7]([C:17]([O:19][CH2:20][CH3:21])=[O:18])=[CH:6]2. (5) Reactant: [CH3:1][C:2]1[CH:16]=[CH:15][CH:14]=[CH:13][C:3]=1[O:4][C:5]1[CH:6]=[C:7]([CH:10]=[CH:11][CH:12]=1)[C:8]#[N:9].C1COCC1.[H-].[Al+3].[Li+].[H-].[H-].[H-].[OH-].[Na+]. Product: [CH3:1][C:2]1[CH:16]=[CH:15][CH:14]=[CH:13][C:3]=1[O:4][C:5]1[CH:6]=[C:7]([CH:10]=[CH:11][CH:12]=1)[CH2:8][NH2:9]. The catalyst class is: 97.